This data is from Catalyst prediction with 721,799 reactions and 888 catalyst types from USPTO. The task is: Predict which catalyst facilitates the given reaction. (1) Reactant: C(N(S(F)(F)[F:7])CC)C.[CH3:10][O:11][C:12]([C@H:14]1[CH2:18][C@H:17](O)[CH2:16][N:15]1[C:20]([O:22][C:23]([CH3:26])([CH3:25])[CH3:24])=[O:21])=[O:13]. Product: [CH3:10][O:11][C:12]([C@H:14]1[CH2:18][C@@H:17]([F:7])[CH2:16][N:15]1[C:20]([O:22][C:23]([CH3:26])([CH3:25])[CH3:24])=[O:21])=[O:13]. The catalyst class is: 4. (2) Reactant: C[O:2][C:3](=[O:27])[C@@H:4]([N:12]1[CH2:16][C:15]([O:17][C:18]2[CH:23]=[CH:22][CH:21]=[C:20]([CH3:24])[C:19]=2[CH3:25])=[CH:14][C:13]1=[O:26])[CH2:5][CH:6]1[CH2:11][CH2:10][CH2:9][CH2:8][CH2:7]1.[OH-].[Li+]. Product: [CH:6]1([CH2:5][C@H:4]([N:12]2[CH2:16][C:15]([O:17][C:18]3[CH:23]=[CH:22][CH:21]=[C:20]([CH3:24])[C:19]=3[CH3:25])=[CH:14][C:13]2=[O:26])[C:3]([OH:27])=[O:2])[CH2:11][CH2:10][CH2:9][CH2:8][CH2:7]1. The catalyst class is: 30. (3) The catalyst class is: 3. Product: [C:19]([C:14]1[CH:13]=[C:12]([N:6]2[C:7]([C:9]([N:21]3[C:23]4[C:24](=[CH:35][C:33]([N:32]5[CH2:31][CH2:9][CH2:7][CH2:8][CH2:4][C:2]5=[O:3])=[CH:34][CH:22]=4)[CH2:25][CH2:26]3)=[O:11])=[CH:8][C:4]([C:2]([NH2:1])=[O:3])=[N:5]2)[CH:17]=[CH:16][C:15]=1[F:18])#[N:20]. Reactant: [NH2:1][C:2]([C:4]1[CH:8]=[C:7]([C:9]([OH:11])=O)[N:6]([C:12]2[CH:17]=[CH:16][C:15]([F:18])=[C:14]([C:19]#[N:20])[CH:13]=2)[N:5]=1)=[O:3].[N:21]1[CH:26]=[CH:25][CH:24]=[CH:23][CH:22]=1.C(N=[C:31]=[N:32][CH:33]([CH3:35])[CH3:34])(C)C.Cl. (4) Reactant: C(=O)([O-])[O-].[Na+].[Na+].[OH:7][C:8]1[CH:9]=[CH:10][C:11]([CH3:14])=[N:12][CH:13]=1.[I:15]I.[I-].[K+]. Product: [I:15][C:13]1[C:8]([OH:7])=[CH:9][CH:10]=[C:11]([CH3:14])[N:12]=1. The catalyst class is: 6. (5) Reactant: [C:1]([O:5][C:6]([N:8]1[CH2:12][CH2:11][C:10](=[O:13])[CH2:9]1)=[O:7])([CH3:4])([CH3:3])[CH3:2].[C:14]([Mg]Br)#[CH:15]. Product: [C:1]([O:5][C:6]([N:8]1[CH2:12][CH2:11][C:10]([C:14]#[CH:15])([OH:13])[CH2:9]1)=[O:7])([CH3:4])([CH3:2])[CH3:3]. The catalyst class is: 7. (6) The catalyst class is: 5. Reactant: [C:1]([NH:4][C:5]1[CH:10]=[C:9]([CH2:11][O:12]C(=O)C)[CH:8]=[CH:7][N:6]=1)(=[O:3])[CH3:2].[OH-].[NH4+]. Product: [OH:12][CH2:11][C:9]1[CH:8]=[CH:7][N:6]=[C:5]([NH:4][C:1](=[O:3])[CH3:2])[CH:10]=1.